This data is from Peptide-MHC class II binding affinity with 134,281 pairs from IEDB. The task is: Regression. Given a peptide amino acid sequence and an MHC pseudo amino acid sequence, predict their binding affinity value. This is MHC class II binding data. The peptide sequence is LFLLSTRQNVEGSYEGAYAP. The MHC is DRB1_0901 with pseudo-sequence DRB1_0901. The binding affinity (normalized) is 0.171.